Dataset: Reaction yield outcomes from USPTO patents with 853,638 reactions. Task: Predict the reaction yield, written as a fraction of the theoretical maximum amount of product (1.0 means a 100% yield; for example, 0.34 means a 34% yield). The reactants are [C:1]([O:5][C:6]([N:8]1[CH2:12][C:11](=[CH2:13])[CH2:10][C@H:9]1[CH2:14][OH:15])=[O:7])([CH3:4])([CH3:3])[CH3:2].[F:16][C:17]1[CH:24]=[C:23]([F:25])[C:22]([F:26])=[CH:21][C:18]=1[CH2:19]Br.[H-].[Na+].[NH4+].[Cl-]. The catalyst is C1COCC1.CCOC(C)=O. The product is [C:1]([O:5][C:6]([N:8]1[CH2:12][C:11](=[CH2:13])[CH2:10][C@H:9]1[CH2:14][O:15][CH2:19][C:18]1[CH:21]=[C:22]([F:26])[C:23]([F:25])=[CH:24][C:17]=1[F:16])=[O:7])([CH3:4])([CH3:3])[CH3:2]. The yield is 0.340.